Task: Predict the product of the given reaction.. Dataset: Forward reaction prediction with 1.9M reactions from USPTO patents (1976-2016) (1) Given the reactants [C:1]([O:7][CH2:8][N:9]1[C:13]2[N:14]=[N:15][CH:16]=[C:17]([C:18]3[CH:19]=[N:20][N:21]([CH:23]4[CH2:27][CH2:26][CH2:25][CH:24]4[CH:28]=O)[CH:22]=3)[C:12]=2[CH:11]=[CH:10]1)(=[O:6])[C:2]([CH3:5])([CH3:4])[CH3:3].[OH-].[NH4+:31].II, predict the reaction product. The product is: [C:1]([O:7][CH2:8][N:9]1[C:13]2[N:14]=[N:15][CH:16]=[C:17]([C:18]3[CH:19]=[N:20][N:21]([CH:23]4[CH2:27][CH2:26][CH2:25][CH:24]4[C:28]#[N:31])[CH:22]=3)[C:12]=2[CH:11]=[CH:10]1)(=[O:6])[C:2]([CH3:3])([CH3:5])[CH3:4]. (2) Given the reactants Br[C:2]1[CH:3]=[C:4]2[C:8](=[C:9]([F:11])[CH:10]=1)[NH:7][C:6]([CH2:12][CH2:13][C:14]([O:16][CH2:17][CH3:18])=[O:15])=[CH:5]2.[Cu][C:20]#[N:21], predict the reaction product. The product is: [C:20]([C:2]1[CH:3]=[C:4]2[C:8](=[C:9]([F:11])[CH:10]=1)[NH:7][C:6]([CH2:12][CH2:13][C:14]([O:16][CH2:17][CH3:18])=[O:15])=[CH:5]2)#[N:21].